The task is: Binary Classification. Given a miRNA mature sequence and a target amino acid sequence, predict their likelihood of interaction.. This data is from Experimentally validated miRNA-target interactions with 360,000+ pairs, plus equal number of negative samples. (1) The miRNA is hsa-miR-345-3p with sequence GCCCUGAACGAGGGGUCUGGAG. The protein sequence of the target gene is MKMASFLAFLLLNFRVCLLLLQLLMPHSAQFSVLGPSGPILAMVGEDADLPCHLFPTMSAETMELKWVSSSLRQVVNVYADGKEVEDRQSAPYRGRTSILRDGITAGKAALRIHNVTASDSGKYLCYFQDGDFYEKALVELKVAALGSDLHVDVKGYKDGGIHLECRSTGWYPQPQIQWSNNKGENIPTVEAPVVADGVGLYAVAASVIMRGSSGEGVSCTIRSSLLGLEKTASISIADPFFRSAQRWIAALAGTLPVLLLLLGGAGYFLWQQQEEKKTQFRKKKREQELREMAWSTMKQ.... Result: 0 (no interaction). (2) The miRNA is rno-miR-26a-5p with sequence UUCAAGUAAUCCAGGAUAGGCU. The protein sequence of the target gene is MAHSKTRTNDGKITYPPGVKEISDKISKEEMVRRLKMVVKTFMDMDQDSEEEKELYLNLALHLASDFFLKHPDKDVRLLVACCLADIFRIYAPEAPYTSPDKLKDIFMFITRQLKGLEDTKSPQFNRYFYLLENIAWVKSYNICFELEDSNEIFTQLYRTLFSVINNGHNQKVHMHMVDLMSSIICEGDTVSQELLDTVLVNLVPAHKNLNKQAYDLAKALLKRTAQAIEPYITNFFNQVLMLGKTSISDLSEHVFDLILELYNIDSHLLLSVLPQLEFKLKSNDNEERLQVVKLLAKMF.... Result: 0 (no interaction). (3) The miRNA is hsa-miR-181b-3p with sequence CUCACUGAACAAUGAAUGCAA. The protein sequence of the target gene is MLASRALSLIGKRAISTSVCLRAHGSVVKSEDYAFPTYADRRDYPLPDVAHVTMLSASQKALKEKEKADWSSLSRDEKVQLYRIQFNESFAEMNRGTNEWKTVVGMAMFFIGFTALVLIWEKSYVYGPIPHTFDRDWVAMQTKRMLDMKANPIQGFSAKWDYDKNEWKK. Result: 0 (no interaction). (4) The protein sequence of the target gene is MSAFDTNPFADPVDVNPFQDPSVTQLTNAPQGGLAEFNPFSETNAATTVPVTQLPGSSQPAVLQPSVEPTQPTPQAVVSAAQAGLLRQQEELDRKAAELERKERELQNTVANLHVRQNNWPPLPSWCPVKPCFYQDFSTEIPADYQRICKMLYYLWMLHSVTLFLNLLACLAWFSGNSSKGVDFGLSILWFLIFTPCAFLCWYRPIYKAFRSDNSFSFFVFFFVFFCQIGIYIIQLVGIPGLGDSGWIAALSTLDNHSLAISVIMMVVAGFFTLCAVLSVFLLQRVHSLYRRTGASFQQA.... Result: 1 (interaction). The miRNA is hsa-miR-3944-5p with sequence UGUGCAGCAGGCCAACCGAGA. (5) The miRNA is hsa-miR-5187-5p with sequence UGGGAUGAGGGAUUGAAGUGGA. The protein sequence of the target gene is MSQGRGKYDFYIGLGLAMSSSIFIGGSFILKKKGLLRLARKGSMRAGQGGHAYLKEWLWWAGLLSMGAGEVANFAAYAFAPATLVTPLGALSVLVSAILSSYFLNERLNLHGKIGCLLSILGSTVMVIHAPKEEEIETLNEMSHKLGDPGFVVFATLVVIVALILIFVVGPRHGQTNILVYITICSVIGAFSVSCVKGLGIAIKELFAGKPVLRHPLAWILLLSLIVCVSTQINYLNRALDIFNTSIVTPIYYVFFTTSVLTCSAILFKEWQDMPVDDVIGTLSGFFTIIVGIFLLHAFK.... Result: 1 (interaction).